Dataset: Full USPTO retrosynthesis dataset with 1.9M reactions from patents (1976-2016). Task: Predict the reactants needed to synthesize the given product. (1) Given the product [CH3:1][O:2][C:3]([C:5]1([N:8]2[CH2:9][CH2:10][N:11]([C:40]3[CH:45]=[CH:44][C:43]([C:46]([F:49])([F:48])[F:47])=[CH:42][N:41]=3)[CH2:12][CH2:13]2)[CH2:6][CH2:7]1)=[O:4], predict the reactants needed to synthesize it. The reactants are: [CH3:1][O:2][C:3]([C:5]1([N:8]2[CH2:13][CH2:12][N:11](S(C3C=CC=CC=3[N+]([O-])=O)(=O)=O)[CH2:10][CH2:9]2)[CH2:7][CH2:6]1)=[O:4].C(=O)([O-])[O-].[K+].[K+].C1(S)C=CC=CC=1.Br[C:40]1[CH:45]=[CH:44][C:43]([C:46]([F:49])([F:48])[F:47])=[CH:42][N:41]=1. (2) The reactants are: [CH3:1][N:2]([CH3:36])[CH2:3][CH2:4][NH:5][C:6]([NH:8][C:9]1[CH:14]=[CH:13][C:12]([C:15]2[N:16]=[C:17]([N:30]3[CH2:35][CH2:34][O:33][CH2:32][CH2:31]3)[C:18]3[N:23]=[N:22][N:21]([CH:24]4[CH2:29][CH2:28][NH:27][CH2:26][CH2:25]4)[C:19]=3[N:20]=2)=[CH:11][CH:10]=1)=[O:7].[Cl:37][C:38]1[CH:45]=[CH:44][C:41]([CH:42]=O)=[C:40]([F:46])[CH:39]=1.[BH-](OC(C)=O)(OC(C)=O)OC(C)=O.[Na+].CC(O)=O. Given the product [Cl:37][C:38]1[CH:45]=[CH:44][C:41]([CH2:42][N:27]2[CH2:28][CH2:29][CH:24]([N:21]3[C:19]4[N:20]=[C:15]([C:12]5[CH:11]=[CH:10][C:9]([NH:8][C:6]([NH:5][CH2:4][CH2:3][N:2]([CH3:36])[CH3:1])=[O:7])=[CH:14][CH:13]=5)[N:16]=[C:17]([N:30]5[CH2:35][CH2:34][O:33][CH2:32][CH2:31]5)[C:18]=4[N:23]=[N:22]3)[CH2:25][CH2:26]2)=[C:40]([F:46])[CH:39]=1, predict the reactants needed to synthesize it. (3) Given the product [N:12]1([C:25]([O:27][CH2:28][Cl:29])=[O:26])[CH2:13][CH2:14][CH2:15][C@@H:11]1[C:10]([O:9][CH2:2][C:3]1[CH:4]=[CH:5][CH:6]=[CH:7][CH:8]=1)=[O:16], predict the reactants needed to synthesize it. The reactants are: Cl.[CH2:2]([O:9][C:10](=[O:16])[C@H:11]1[CH2:15][CH2:14][CH2:13][NH:12]1)[C:3]1[CH:8]=[CH:7][CH:6]=[CH:5][CH:4]=1.C(N(CC)CC)C.Cl[C:25]([O:27][CH2:28][Cl:29])=[O:26]. (4) Given the product [NH2:43][C@@H:44]([CH2:48][S:49][CH:6]1[CH2:5][C:4](=[O:7])[N:3]([CH2:8][CH2:9][C:10](=[O:11])[NH:12][CH2:13][CH2:14][O:15][CH2:16][CH2:17][O:18][CH2:19][CH2:20][O:21][CH2:22][CH2:23][O:24][CH2:25][CH2:26][C:27](=[O:28])[NH:29][CH2:30][CH2:31][C:32]2[C:40]3[C:35](=[CH:36][CH:37]=[C:38]([O:41][CH3:42])[CH:39]=3)[NH:34][CH:33]=2)[C:2]1=[O:1])[C:45]([OH:47])=[O:46], predict the reactants needed to synthesize it. The reactants are: [O:1]=[C:2]1[CH:6]=[CH:5][C:4](=[O:7])[N:3]1[CH2:8][CH2:9][C:10]([NH:12][CH2:13][CH2:14][O:15][CH2:16][CH2:17][O:18][CH2:19][CH2:20][O:21][CH2:22][CH2:23][O:24][CH2:25][CH2:26][C:27]([NH:29][CH2:30][CH2:31][C:32]1[C:40]2[C:35](=[CH:36][CH:37]=[C:38]([O:41][CH3:42])[CH:39]=2)[NH:34][CH:33]=1)=[O:28])=[O:11].[NH2:43][C@@H:44]([CH2:48][SH:49])[C:45]([OH:47])=[O:46]. (5) Given the product [O:1]1[C:5]2[CH:6]=[CH:7][CH:8]=[CH:9][C:4]=2[CH:3]=[C:2]1[C:10]([NH:12][C:13]1[S:14][CH:15]=[C:16]([C:37]2[CH:36]=[CH:35][C:34]([CH3:33])=[C:43]3[C:38]=2[CH:39]=[CH:40][CH:41]=[N:42]3)[C:17]=1[C:18]([OH:20])=[O:19])=[O:11], predict the reactants needed to synthesize it. The reactants are: [O:1]1[C:5]2[CH:6]=[CH:7][CH:8]=[CH:9][C:4]=2[CH:3]=[C:2]1[C:10]([NH:12][C:13]1[S:14][CH:15]=[C:16](OS(C(F)(F)F)(=O)=O)[C:17]=1[C:18]([O:20]C(C)(C)C)=[O:19])=[O:11].[CH3:33][C:34]1[CH:35]=[CH:36][C:37](B(O)O)=[C:38]2[C:43]=1[N:42]=[CH:41][CH:40]=[CH:39]2.C(=O)([O-])[O-].[Na+].[Na+].C(O)C. (6) The reactants are: [CH3:1][O:2][C:3](=[O:31])[C@H:4]([CH2:16][C:17]1[CH:22]=[CH:21][C:20]([C:23]2[CH:28]=[CH:27][CH:26]=[CH:25][C:24]=2C=O)=[CH:19][CH:18]=1)[NH:5][C:6](=[O:15])[C:7]1[C:12]([Cl:13])=[CH:11][CH:10]=[CH:9][C:8]=1[Cl:14].[CH3:32][O:33][C:34](=[O:55])[CH:35]=P(C1C=CC=CC=1)(C1C=CC=CC=1)C1C=CC=CC=1.[C:56]1(C)C=CC=CC=1. Given the product [CH3:1][O:2][C:3](=[O:31])[C@H:4]([CH2:16][C:17]1[CH:18]=[CH:19][C:20]([C:23]2[CH:28]=[CH:27][CH:26]=[CH:25][C:24]=2[CH:56]=[CH:35][C:34]([O:33][CH3:32])=[O:55])=[CH:21][CH:22]=1)[NH:5][C:6](=[O:15])[C:7]1[C:8]([Cl:14])=[CH:9][CH:10]=[CH:11][C:12]=1[Cl:13], predict the reactants needed to synthesize it. (7) Given the product [C:28]([O:32][C:33]([N:35]1[CH2:40][CH2:39][O:38][C@H:37]([C:41](=[O:46])[C:22]2[CH:21]=[C:20]([F:27])[C:19]([O:18][CH2:11][C:12]3[CH:17]=[CH:16][CH:15]=[CH:14][CH:13]=3)=[CH:24][C:23]=2[F:25])[CH2:36]1)=[O:34])([CH3:31])([CH3:30])[CH3:29], predict the reactants needed to synthesize it. The reactants are: C([Mg]Br)(C)C.C([Li])CCC.[CH2:11]([O:18][C:19]1[CH:24]=[C:23]([F:25])[C:22](Br)=[CH:21][C:20]=1[F:27])[C:12]1[CH:17]=[CH:16][CH:15]=[CH:14][CH:13]=1.[C:28]([O:32][C:33]([N:35]1[CH2:40][CH2:39][O:38][C@H:37]([C:41](=[O:46])N(OC)C)[CH2:36]1)=[O:34])([CH3:31])([CH3:30])[CH3:29].